Dataset: Reaction yield outcomes from USPTO patents with 853,638 reactions. Task: Predict the reaction yield, written as a fraction of the theoretical maximum amount of product (1.0 means a 100% yield; for example, 0.34 means a 34% yield). The reactants are [Cl:1][C:2]1[CH:7]=[CH:6][C:5]([C:8]#[C:9][C:10](=[O:14])[CH:11]([CH3:13])[CH3:12])=[CH:4][CH:3]=1.[I-].[NH2:16][N+:17]1[CH:22]=[CH:21][CH:20]=[CH:19][CH:18]=1.C1CCN2C(=NCCC2)CC1. No catalyst specified. The product is [Cl:1][C:2]1[CH:3]=[CH:4][C:5]([C:8]2[C:9]([C:10](=[O:14])[CH:11]([CH3:12])[CH3:13])=[C:18]3[CH:19]=[CH:20][CH:21]=[CH:22][N:17]3[N:16]=2)=[CH:6][CH:7]=1. The yield is 0.430.